From a dataset of Peptide-MHC class II binding affinity with 134,281 pairs from IEDB. Regression. Given a peptide amino acid sequence and an MHC pseudo amino acid sequence, predict their binding affinity value. This is MHC class II binding data. (1) The peptide sequence is GTLVKTITNDQIEVT. The MHC is DRB1_0401 with pseudo-sequence DRB1_0401. The binding affinity (normalized) is 0.371. (2) The peptide sequence is SASVVAGGIIAILVT. The MHC is DRB1_0101 with pseudo-sequence DRB1_0101. The binding affinity (normalized) is 0.557. (3) The peptide sequence is LHQNFKDTSMQKTIP. The MHC is HLA-DQA10501-DQB10402 with pseudo-sequence HLA-DQA10501-DQB10402. The binding affinity (normalized) is 0.314. (4) The binding affinity (normalized) is 0.0522. The peptide sequence is QVNTSKTGINENYAK. The MHC is DRB1_0802 with pseudo-sequence DRB1_0802. (5) The peptide sequence is KRQGPKQMLVGGVVL. The MHC is DRB5_0101 with pseudo-sequence DRB5_0101. The binding affinity (normalized) is 0.404. (6) The peptide sequence is GGWWLTFGQILGLAQ. The MHC is DRB1_1101 with pseudo-sequence DRB1_1101. The binding affinity (normalized) is 0. (7) The peptide sequence is AAGVPPADKYRTFVA. The binding affinity (normalized) is 0.370. The MHC is DRB5_0101 with pseudo-sequence DRB5_0101. (8) The peptide sequence is CDGSILGAAVNGKKS. The MHC is DRB3_0202 with pseudo-sequence DRB3_0202. The binding affinity (normalized) is 0. (9) The peptide sequence is GVWTFDSEEPLQGPF. The MHC is DRB1_0901 with pseudo-sequence DRB1_0901. The binding affinity (normalized) is 0.288. (10) The peptide sequence is VDSGAQLGELYYAIH. The MHC is DRB5_0101 with pseudo-sequence DRB5_0101. The binding affinity (normalized) is 0.410.